This data is from Reaction yield outcomes from USPTO patents with 853,638 reactions. The task is: Predict the reaction yield, written as a fraction of the theoretical maximum amount of product (1.0 means a 100% yield; for example, 0.34 means a 34% yield). (1) The reactants are [CH:1]1([NH:6][C:7]2[C:12]([N+:13]([O-])=O)=[CH:11][N:10]=[C:9]([NH:16][C@H:17]3[CH2:22][CH2:21][C@H:20]([OH:23])[CH2:19][CH2:18]3)[N:8]=2)[CH2:5][CH2:4][CH2:3][CH2:2]1. The catalyst is CCO.[Pd]. The product is [NH2:13][C:12]1[C:7]([NH:6][CH:1]2[CH2:5][CH2:4][CH2:3][CH2:2]2)=[N:8][C:9]([NH:16][C@H:17]2[CH2:18][CH2:19][C@H:20]([OH:23])[CH2:21][CH2:22]2)=[N:10][CH:11]=1. The yield is 1.00. (2) The reactants are C(O)(C(F)(F)F)=O.C(OC(=O)[NH:14][C@H:15]([C:17]1[N:21]([C:22]2[CH:26]=[CH:25][N:24]([CH3:27])[N:23]=2)[C:20]2[CH:28]=[C:29]([F:32])[CH:30]=[CH:31][C:19]=2[N:18]=1)[CH3:16])(C)(C)C.[NH2:34][C:35]1[C:40]([C:41]#[N:42])=[C:39](Cl)[N:38]=[CH:37][N:36]=1.CCN(C(C)C)C(C)C. The catalyst is C(Cl)Cl.CO.CC(O)C. The product is [NH2:34][C:35]1[C:40]([C:41]#[N:42])=[C:39]([NH:14][C@H:15]([C:17]2[N:21]([C:22]3[CH:26]=[CH:25][N:24]([CH3:27])[N:23]=3)[C:20]3[CH:28]=[C:29]([F:32])[CH:30]=[CH:31][C:19]=3[N:18]=2)[CH3:16])[N:38]=[CH:37][N:36]=1. The yield is 0.540. (3) The reactants are [Cl:1][C:2]1[CH:7]=[CH:6][C:5]([S:8]([CH:11]([C:20]2[CH:25]=[C:24]([F:26])[CH:23]=[CH:22][C:21]=2[F:27])[CH2:12][CH2:13][NH:14][C:15](=[O:19])[O:16][CH2:17][CH3:18])(=[O:10])=[O:9])=[CH:4][CH:3]=1.[H-].[Na+].I[CH3:31].O. The catalyst is O1CCCC1.CCCCCC. The product is [Cl:1][C:2]1[CH:3]=[CH:4][C:5]([S:8]([CH:11]([C:20]2[CH:25]=[C:24]([F:26])[CH:23]=[CH:22][C:21]=2[F:27])[CH2:12][CH2:13][N:14]([CH3:31])[C:15](=[O:19])[O:16][CH2:17][CH3:18])(=[O:10])=[O:9])=[CH:6][CH:7]=1. The yield is 0.810. (4) The reactants are [CH2:1]([O:3][C:4](=[O:24])[C:5]([N:7]([CH2:16][C:17]1[CH:22]=[CH:21][C:20](Br)=[CH:19][CH:18]=1)[CH2:8][C:9]1[CH:14]=[CH:13][C:12]([F:15])=[CH:11][CH:10]=1)=[O:6])[CH3:2].[CH:25]#[C:26][CH2:27][CH2:28][CH2:29][CH2:30][CH2:31][CH2:32][CH2:33][CH2:34][CH2:35][CH3:36]. No catalyst specified. The product is [CH2:1]([O:3][C:4](=[O:24])[C:5]([N:7]([CH2:16][C:17]1[CH:22]=[CH:21][C:20]([C:25]#[C:26][CH2:27][CH2:28][CH2:29][CH2:30][CH2:31][CH2:32][CH2:33][CH2:34][CH2:35][CH3:36])=[CH:19][CH:18]=1)[CH2:8][C:9]1[CH:14]=[CH:13][C:12]([F:15])=[CH:11][CH:10]=1)=[O:6])[CH3:2]. The yield is 0.230. (5) The yield is 0.740. The catalyst is C1COCC1. The product is [Cl:1][C:2]1[S:6][C:5]([S:7]([N:10]([CH2:19][C:20]2[CH:21]=[CH:22][C:23]([C:24]([O:26][C:27]([CH3:28])([CH3:29])[CH3:30])=[O:25])=[CH:31][CH:32]=2)[CH:11]([CH2:12][OH:13])[CH2:16][OH:15])(=[O:9])=[O:8])=[CH:4][CH:3]=1. The reactants are [Cl:1][C:2]1[S:6][C:5]([S:7]([N:10]([CH2:19][C:20]2[CH:32]=[CH:31][C:23]([C:24]([O:26][C:27]([CH3:30])([CH3:29])[CH3:28])=[O:25])=[CH:22][CH:21]=2)[CH:11]2[CH2:16][O:15]C(C)(C)[O:13][CH2:12]2)(=[O:9])=[O:8])=[CH:4][CH:3]=1.O.C1(C)C(S(O)(=O)=O)=CC=CC=1.CO. (6) The reactants are C[Si](C)(C)CC[O:5]C[N:7]1[C:11]2[N:12]=[CH:13][N:14]=[C:15]([C:16]3[CH:17]=[N:18][N:19]([CH:21]([CH2:25][CH2:26][CH2:27][CH3:28])[CH2:22][C:23]#[N:24])[CH:20]=3)[C:10]=2[CH:9]=[CH:8]1.F[B-](F)(F)F.[Li+].[OH-].[NH4+]. The catalyst is O.C(#N)C. The product is [NH4+:7].[OH-:5].[N:12]1[C:11]2[NH:7][CH:8]=[CH:9][C:10]=2[C:15]([C:16]2[CH:17]=[N:18][N:19]([CH:21]([CH2:25][CH2:26][CH2:27][CH3:28])[CH2:22][C:23]#[N:24])[CH:20]=2)=[N:14][CH:13]=1. The yield is 0.00150. (7) The reactants are [Cl:1][C:2]1[C:3]([C:8]([NH:10][C:11]23[C:29](=[O:30])[C:28]4[C:23](=[CH:24][CH:25]=[CH:26][C:27]=4[N+:31]([O-])=O)[C:12]2([OH:34])[O:13][C:14]2[CH:19]=[C:18]([CH:20]([CH3:22])[CH3:21])[CH:17]=[CH:16][C:15]=23)=[O:9])=[N:4][CH:5]=[CH:6][CH:7]=1.C(O)C. The catalyst is Cl.[Fe].O. The product is [NH2:31][C:27]1[CH:26]=[CH:25][CH:24]=[C:23]2[C:28]=1[C:29](=[O:30])[C:11]1([NH:10][C:8](=[O:9])[C:3]3[C:2]([Cl:1])=[CH:7][CH:6]=[CH:5][N:4]=3)[C:15]3[CH:16]=[CH:17][C:18]([CH:20]([CH3:22])[CH3:21])=[CH:19][C:14]=3[O:13][C:12]12[OH:34]. The yield is 0.400.